This data is from hERG Central: cardiac toxicity at 1µM, 10µM, and general inhibition. The task is: Predict hERG channel inhibition at various concentrations. Results: hERG_inhib (hERG inhibition (general)): blocker. The compound is COc1cc(C(C)=O)ccc1OCC(=O)Nc1ccc(Cl)c(S(=O)(=O)N2CCOCC2)c1.